Dataset: Catalyst prediction with 721,799 reactions and 888 catalyst types from USPTO. Task: Predict which catalyst facilitates the given reaction. Reactant: [CH2:1]([C:8]1[N:9]=[N:10][C:11]([C:16]2[CH2:17][CH2:18][N:19]([C:22]3[CH:27]=[CH:26][C:25]([C:28]([F:31])([F:30])[F:29])=[CH:24][N:23]=3)[CH2:20][CH:21]=2)=[C:12]([CH3:15])[C:13]=1[CH3:14])[C:2]1[CH:7]=[CH:6][CH:5]=[CH:4][CH:3]=1. Product: [CH2:1]([C:8]1[N:9]=[N:10][C:11]([CH:16]2[CH2:17][CH2:18][N:19]([C:22]3[CH:27]=[CH:26][C:25]([C:28]([F:29])([F:31])[F:30])=[CH:24][N:23]=3)[CH2:20][CH2:21]2)=[C:12]([CH3:15])[C:13]=1[CH3:14])[C:2]1[CH:7]=[CH:6][CH:5]=[CH:4][CH:3]=1. The catalyst class is: 50.